This data is from Forward reaction prediction with 1.9M reactions from USPTO patents (1976-2016). The task is: Predict the product of the given reaction. (1) Given the reactants [C:1]([NH:4][C:5]1[N:10]=[CH:9][C:8]([C:11]([CH3:18])=[CH:12][C:13]([O:15][CH2:16][CH3:17])=[O:14])=[CH:7][CH:6]=1)(=[O:3])[CH3:2].[H][H], predict the reaction product. The product is: [C:1]([NH:4][C:5]1[N:10]=[CH:9][C:8]([CH:11]([CH3:18])[CH2:12][C:13]([O:15][CH2:16][CH3:17])=[O:14])=[CH:7][CH:6]=1)(=[O:3])[CH3:2]. (2) Given the reactants [Cl:1][C:2]1[CH:3]=[C:4]([C:8](F)(F)F)[CH:5]=[CH:6][CH:7]=1.[Al+3].[Cl-:13].[Cl-:14].[Cl-].[F:16][C:17]1[CH:22]=[CH:21][CH:20]=[CH:19][CH:18]=1, predict the reaction product. The product is: [Cl:1][C:2]1[CH:3]=[C:4]([C:8]([C:20]2[CH:21]=[CH:22][C:17]([F:16])=[CH:18][CH:19]=2)([Cl:14])[Cl:13])[CH:5]=[CH:6][CH:7]=1.